Predict the product of the given reaction. From a dataset of Forward reaction prediction with 1.9M reactions from USPTO patents (1976-2016). (1) Given the reactants [F:1][C:2]1[CH:3]=[CH:4][C:5]([NH:18][C:19](=[O:32])[C:20]2[CH:25]=[CH:24][C:23](F)=[CH:22][C:21]=2[O:27][CH2:28][CH2:29][O:30][CH3:31])=[C:6]([CH:17]=1)[C:7]([NH:9][C:10]1[CH:15]=[CH:14][C:13]([Cl:16])=[CH:12][N:11]=1)=[O:8].[CH3:33][N:34]1[CH2:40][CH2:39][CH2:38][NH:37][CH2:36][CH2:35]1, predict the reaction product. The product is: [F:1][C:2]1[CH:3]=[CH:4][C:5]([NH:18][C:19](=[O:32])[C:20]2[CH:25]=[CH:24][C:23]([N:37]3[CH2:38][CH2:39][CH2:40][N:34]([CH3:33])[CH2:35][CH2:36]3)=[CH:22][C:21]=2[O:27][CH2:28][CH2:29][O:30][CH3:31])=[C:6]([CH:17]=1)[C:7]([NH:9][C:10]1[CH:15]=[CH:14][C:13]([Cl:16])=[CH:12][N:11]=1)=[O:8]. (2) Given the reactants [CH2:1]([NH:3][C:4]([NH:6][C:7]1[S:8][C:9]2[C:15](=O)[CH2:14][CH2:13][CH2:12][C:10]=2[N:11]=1)=[O:5])[CH3:2].[C:17]1([SH:23])[CH:22]=[CH:21][CH:20]=[CH:19][CH:18]=1.Cl, predict the reaction product. The product is: [C:17]1([S:23][C:15]2([S:8][C:9]3[CH:15]=[CH:14][CH:13]=[CH:12][CH:10]=3)[C:9]3[S:8][C:7]([NH:6][C:4]([NH:3][CH2:1][CH3:2])=[O:5])=[N:11][C:10]=3[CH2:12][CH2:13][CH2:14]2)[CH:22]=[CH:21][CH:20]=[CH:19][CH:18]=1. (3) Given the reactants [CH:1]([C:3]1[N:8]=[CH:7][CH:6]=[CH:5][N:4]=1)=[CH2:2].CC(O)=O.[CH2:13]([NH2:20])[C:14]1[CH:19]=[CH:18][CH:17]=[CH:16][CH:15]=1, predict the reaction product. The product is: [CH2:13]([NH:20][CH2:2][CH2:1][C:3]1[N:8]=[CH:7][CH:6]=[CH:5][N:4]=1)[C:14]1[CH:19]=[CH:18][CH:17]=[CH:16][CH:15]=1. (4) Given the reactants FC(F)(F)S(O[C:7]1[C:12]2[CH2:13][O:14][C@@H:15]3[C@H:19]([C:11]=2[CH:10]=[CH:9][CH:8]=1)[CH2:18][N:17]([C:20]([O:22][C:23]([CH3:26])([CH3:25])[CH3:24])=[O:21])[CH2:16]3)(=O)=O.[CH:29]1(B(O)O)[CH2:31][CH2:30]1.C(=O)([O-])[O-].[K+].[K+].O1CCOCC1, predict the reaction product. The product is: [CH:29]1([C:7]2[C:12]3[CH2:13][O:14][C@@H:15]4[C@H:19]([C:11]=3[CH:10]=[CH:9][CH:8]=2)[CH2:18][N:17]([C:20]([O:22][C:23]([CH3:25])([CH3:26])[CH3:24])=[O:21])[CH2:16]4)[CH2:31][CH2:30]1. (5) Given the reactants Cl[C:2]1[C:11](=[O:12])[C:10]2[C:5](=[CH:6][CH:7]=[CH:8][CH:9]=2)/[C:4](=[N:13]/[S:14]([C:17]2[S:18][CH:19]=[CH:20][CH:21]=2)(=[O:16])=[O:15])/[CH:3]=1.[CH3:22][NH:23][CH3:24], predict the reaction product. The product is: [CH3:22][N:23]([CH3:24])[C:2]1[C:11](=[O:12])[C:10]2[C:5](=[CH:6][CH:7]=[CH:8][CH:9]=2)[C:4](=[N:13][S:14]([C:17]2[S:18][CH:19]=[CH:20][CH:21]=2)(=[O:16])=[O:15])[CH:3]=1. (6) The product is: [NH2:22][C:19]1[CH:20]=[CH:21][C:16]([O:15][C:10]2[CH:11]=[CH:12][CH:13]=[CH:14][C:9]=2[C:7]2[CH:6]=[CH:5][N:4]=[C:3]([NH:2][CH3:1])[N:8]=2)=[CH:17][CH:18]=1. Given the reactants [CH3:1][NH:2][C:3]1[N:8]=[C:7]([C:9]2[CH:14]=[CH:13][CH:12]=[CH:11][C:10]=2[O:15][C:16]2[CH:21]=[CH:20][C:19]([N+:22]([O-])=O)=[CH:18][CH:17]=2)[CH:6]=[CH:5][N:4]=1.[H][H], predict the reaction product.